Dataset: Full USPTO retrosynthesis dataset with 1.9M reactions from patents (1976-2016). Task: Predict the reactants needed to synthesize the given product. (1) The reactants are: C[O:2][C:3](=[O:30])[C:4]1[CH:9]=[CH:8][C:7]([O:10][CH2:11][CH2:12][O:13][C:14]2[CH:19]=[CH:18][C:17]([S:20]([C:23]([F:26])([F:25])[F:24])(=[O:22])=[O:21])=[CH:16][C:15]=2[N+:27]([O-:29])=[O:28])=[CH:6][CH:5]=1.Cl. Given the product [N+:27]([C:15]1[CH:16]=[C:17]([S:20]([C:23]([F:26])([F:24])[F:25])(=[O:22])=[O:21])[CH:18]=[CH:19][C:14]=1[O:13][CH2:12][CH2:11][O:10][C:7]1[CH:6]=[CH:5][C:4]([C:3]([OH:30])=[O:2])=[CH:9][CH:8]=1)([O-:29])=[O:28], predict the reactants needed to synthesize it. (2) Given the product [ClH:37].[Cl:37][C:32]1[CH:33]=[CH:34][CH:35]=[CH:36][C:31]=1[CH2:30][CH2:29][N:1]1[CH2:2][CH2:3][CH:4]([CH2:7][CH2:8][C:9]([C:11]2[CH:12]=[C:13]3[C:18]4=[C:19]([CH2:21][CH2:22][N:17]4[C:16](=[O:23])[CH2:15][CH2:14]3)[CH:20]=2)=[O:10])[CH2:5][CH2:6]1, predict the reactants needed to synthesize it. The reactants are: [NH:1]1[CH2:6][CH2:5][CH:4]([CH2:7][CH2:8][C:9]([C:11]2[CH:12]=[C:13]3[C:18]4=[C:19]([CH2:21][CH2:22][N:17]4[C:16](=[O:23])[CH2:15][CH2:14]3)[CH:20]=2)=[O:10])[CH2:3][CH2:2]1.CS(O[CH2:29][CH2:30][C:31]1[CH:36]=[CH:35][CH:34]=[CH:33][C:32]=1[Cl:37])(=O)=O. (3) Given the product [F:9][C:3]1[CH:4]=[CH:5][CH:6]=[C:7]([F:8])[C:2]=1[C:15]1[CH:14]=[C:13]2[C:18](=[CH:17][CH:16]=1)[NH:10][CH:11]=[CH:12]2, predict the reactants needed to synthesize it. The reactants are: Br[C:2]1[C:7]([F:8])=[CH:6][CH:5]=[CH:4][C:3]=1[F:9].[NH:10]1[C:18]2[C:13](=[CH:14][C:15](B3OC(C)(C)C(C)(C)O3)=[CH:16][CH:17]=2)[CH:12]=[CH:11]1.C([O-])([O-])=O.[Na+].[Na+]. (4) Given the product [CH2:32]([C:14]1[CH:15]=[C:16]([C:19]2[CH2:24][CH2:23][N:22]([C:25]([O:27][C:28]([CH3:29])([CH3:31])[CH3:30])=[O:26])[CH2:21][CH:20]=2)[CH:17]=[CH:18][C:13]=1[NH:12][C:2]1[N:7]=[CH:6][C:5]2[N:8]=[CH:9][N:10]([CH3:11])[C:4]=2[CH:3]=1)[CH3:33], predict the reactants needed to synthesize it. The reactants are: Cl[C:2]1[N:7]=[CH:6][C:5]2[N:8]=[CH:9][N:10]([CH3:11])[C:4]=2[CH:3]=1.[NH2:12][C:13]1[CH:18]=[CH:17][C:16]([C:19]2[CH2:24][CH2:23][N:22]([C:25]([O:27][C:28]([CH3:31])([CH3:30])[CH3:29])=[O:26])[CH2:21][CH:20]=2)=[CH:15][C:14]=1[CH2:32][CH3:33].C1(P(C2CCCCC2)C2C=CC=CC=2C2C(C(C)C)=CC(C(C)C)=CC=2C(C)C)CCCCC1.CC(C)([O-])C.[Na+]. (5) Given the product [C:30]([O:34][C:35](=[O:45])[NH:36][CH2:37][C:38]1[N:43]=[CH:42][C:41]([C:15]2[CH:16]=[CH:17][C:12]([C@H:8]3[O:7][C:6]([CH3:27])([CH3:28])[N:5]([C:3](=[O:4])[CH:2]([F:29])[F:1])[C@@H:9]3[CH2:10][F:11])=[CH:13][CH:14]=2)=[CH:40][N:39]=1)([CH3:33])([CH3:31])[CH3:32], predict the reactants needed to synthesize it. The reactants are: [F:1][CH:2]([F:29])[C:3]([N:5]1[C@H:9]([CH2:10][F:11])[C@@H:8]([C:12]2[CH:17]=[CH:16][C:15](B3OC(C)(C)C(C)(C)O3)=[CH:14][CH:13]=2)[O:7][C:6]1([CH3:28])[CH3:27])=[O:4].[C:30]([O:34][C:35](=[O:45])[NH:36][CH2:37][C:38]1[N:43]=[CH:42][C:41](Cl)=[CH:40][N:39]=1)([CH3:33])([CH3:32])[CH3:31].C([O-])([O-])=O.[K+].[K+].C(Cl)Cl. (6) Given the product [CH2:1]([O:8][C:9]1[CH:10]=[CH:11][C:12]([S:20]([C:23]2[CH:28]=[CH:27][N:26]=[CH:25][C:24]=2[CH3:29])(=[O:22])=[O:21])=[C:13]2[C:18]=1[NH:17][C:16](=[O:31])[CH:15]=[CH:14]2)[C:2]1[CH:7]=[CH:6][CH:5]=[CH:4][CH:3]=1, predict the reactants needed to synthesize it. The reactants are: [CH2:1]([O:8][C:9]1[CH:10]=[CH:11][C:12]([S:20]([C:23]2[CH:28]=[CH:27][N:26]=[CH:25][C:24]=2[CH3:29])(=[O:22])=[O:21])=[C:13]2[C:18]=1[N+:17]([O-])=[CH:16][CH:15]=[CH:14]2)[C:2]1[CH:7]=[CH:6][CH:5]=[CH:4][CH:3]=1.C([O-])=[O:31].[NH4+].